Dataset: Retrosynthesis with 50K atom-mapped reactions and 10 reaction types from USPTO. Task: Predict the reactants needed to synthesize the given product. (1) The reactants are: O=S([O-])c1ccc2cc(-c3ccc(F)cc3)ccc2c1.OCc1ccsc1Br. Given the product O=S(=O)(c1ccc2cc(-c3ccc(F)cc3)ccc2c1)c1sccc1CO, predict the reactants needed to synthesize it. (2) Given the product CC[C@H](C)[C@H](C(=O)OCc1ccccc1)N1C[C@H](c2cccc(F)c2)[C@@H](C=O)C1, predict the reactants needed to synthesize it. The reactants are: CC[C@H](C)[C@H](C(=O)OCc1ccccc1)N1C[C@H](c2cccc(F)c2)[C@@H](CO)C1. (3) Given the product CCC(O)c1ccc(-c2ccc(C(C)CNS(=O)(=O)C(C)C)cc2)cc1, predict the reactants needed to synthesize it. The reactants are: CC(CNS(=O)(=O)C(C)C)c1ccc(-c2ccc(C=O)cc2)cc1.CC[Mg+]. (4) Given the product C=CCC1=C(c2cccc3ccc(Cl)cc23)N2CCN=C2S1, predict the reactants needed to synthesize it. The reactants are: C=CCBr.Clc1ccc2cccc(C3=C(Br)SC4=NCCN43)c2c1. (5) The reactants are: Cn1nc(N2C(=O)c3ccccc3C2=O)c2cc(-c3ncccc3Cl)ccc21. Given the product Cn1nc(N)c2cc(-c3ncccc3Cl)ccc21, predict the reactants needed to synthesize it. (6) The reactants are: CCC1(CN)COCOC1.CCCCCC/C=C/C(=O)O. Given the product CCCCCC/C=C/C(=O)NCC1(CC)COCOC1, predict the reactants needed to synthesize it.